Dataset: Retrosynthesis with 50K atom-mapped reactions and 10 reaction types from USPTO. Task: Predict the reactants needed to synthesize the given product. (1) Given the product CC(C)Cn1c(CN)nc2c(N)nc3cccnc3c21, predict the reactants needed to synthesize it. The reactants are: CC(C)Cn1c(CN2C(=O)c3ccccc3C2=O)nc2c(N)nc3cccnc3c21. (2) Given the product CC(C)C[C@@H](CN1CCN(C(c2ccc(F)cc2)c2ccc(F)cc2)CC1)NC(=O)N1CCCCCC1, predict the reactants needed to synthesize it. The reactants are: CC(C)C[C@H](N)CN1CCN(C(c2ccc(F)cc2)c2ccc(F)cc2)CC1.O=C(Cl)N1CCCCCC1. (3) The reactants are: C=O.CC(C)(N)[C@H](NC(=O)c1ccc(C#CC#CC[C@H](O)CO)cc1)C(=O)NO. Given the product CNC(C)(C)[C@H](NC(=O)c1ccc(C#CC#CC[C@H](O)CO)cc1)C(=O)NO, predict the reactants needed to synthesize it. (4) Given the product ClCC[C@H](Oc1cccc2ccsc12)c1ccccc1, predict the reactants needed to synthesize it. The reactants are: O[C@H](CCCl)c1ccccc1.Oc1cccc2ccsc12. (5) The reactants are: CCCC[Sn](CCCC)(CCCC)c1cccnc1.COC(=O)c1cc(Br)cc(C)c1N(Cc1cccnc1)S(=O)(=O)c1ccc(OC)cc1. Given the product COC(=O)c1cc(-c2cccnc2)cc(C)c1N(Cc1cccnc1)S(=O)(=O)c1ccc(OC)cc1, predict the reactants needed to synthesize it. (6) Given the product COC1COCC[C@H]1N[C@@H]1CC[C@@](C(=O)N2CCN(c3cc(C(F)(F)F)ccn3)CC2)([C@H]2CCOC2)C1, predict the reactants needed to synthesize it. The reactants are: COC1COCCC1=O.N[C@@H]1CC[C@@](C(=O)N2CCN(c3cc(C(F)(F)F)ccn3)CC2)([C@H]2CCOC2)C1. (7) Given the product NC(/C=C/c1ccc(/C(=C(\c2ccccc2)C2CCC2)c2ccc3[nH]nc(F)c3c2)cc1)=N\O, predict the reactants needed to synthesize it. The reactants are: NC(/C=C/c1ccc(/C(=C(\c2ccccc2)C2CCC2)c2ccc3c(c2)c(F)nn3C2CCCCO2)cc1)=N\O. (8) Given the product O=Cc1ccc(-c2nc3ncccn3c2-c2nccs2)cc1, predict the reactants needed to synthesize it. The reactants are: CCCC[Sn](CCCC)(CCCC)c1nccs1.O=Cc1ccc(-c2nc3ncccn3c2Br)cc1.